Dataset: KCNQ2 potassium channel screen with 302,405 compounds. Task: Binary Classification. Given a drug SMILES string, predict its activity (active/inactive) in a high-throughput screening assay against a specified biological target. (1) The molecule is Fc1ccc(CNc2nn3c(nnc3cc2)CCC(=O)NC2CCCC2)cc1. The result is 0 (inactive). (2) The molecule is O(c1ccc(/C=C(\NC(=O)c2occc2)C(OCC=C)=O)cc1)C. The result is 0 (inactive). (3) The compound is S=C(N(C1CCCC1)Cc1c2n(nnn2)c2c(c1)cc(cc2)C)NCCOC. The result is 0 (inactive).